From a dataset of Full USPTO retrosynthesis dataset with 1.9M reactions from patents (1976-2016). Predict the reactants needed to synthesize the given product. (1) The reactants are: [CH3:1][O:2][C:3]1[CH:22]=[CH:21][C:6]([CH2:7][N:8]2[N:12]=[N:11][C:10]([C:13]3[CH:14]=[C:15]([CH2:19]O)[CH:16]=[CH:17][CH:18]=3)=[N:9]2)=[CH:5][CH:4]=1.P(Br)(Br)[Br:24]. Given the product [Br:24][CH2:19][C:15]1[CH:14]=[C:13]([C:10]2[N:11]=[N:12][N:8]([CH2:7][C:6]3[CH:21]=[CH:22][C:3]([O:2][CH3:1])=[CH:4][CH:5]=3)[N:9]=2)[CH:18]=[CH:17][CH:16]=1, predict the reactants needed to synthesize it. (2) Given the product [ClH:18].[CH2:15]([C:12]1[N:11]=[C:10]([CH2:9][CH2:8][NH2:7])[O:14][N:13]=1)[CH3:16], predict the reactants needed to synthesize it. The reactants are: C(OC(=O)[NH:7][CH2:8][CH2:9][C:10]1[O:14][N:13]=[C:12]([CH2:15][CH3:16])[N:11]=1)(C)(C)C.[ClH:18]. (3) Given the product [CH3:43][C:44]1[CH:45]=[C:46]([C@@H:51]([O:55][C:56]2[CH:57]=[C:58]3[C:62](=[CH:63][CH:64]=2)[N:61]([C:65]2[CH:66]=[CH:67][C:68]([F:71])=[CH:69][CH:70]=2)[N:60]=[CH:59]3)[C@@H:52]([NH:54][C:7]([C:5]2[S:6][C:2]([CH3:1])=[CH:3][N:4]=2)=[O:9])[CH3:53])[CH:47]=[CH:48][C:49]=1[CH3:50], predict the reactants needed to synthesize it. The reactants are: [CH3:1][C:2]1[S:6][C:5]([C:7]([OH:9])=O)=[N:4][CH:3]=1.CN(C(ON1N=NC2C=CC=NC1=2)=[N+](C)C)C.F[P-](F)(F)(F)(F)F.CCN(C(C)C)C(C)C.[CH3:43][C:44]1[CH:45]=[C:46]([C@@H:51]([O:55][C:56]2[CH:57]=[C:58]3[C:62](=[CH:63][CH:64]=2)[N:61]([C:65]2[CH:70]=[CH:69][C:68]([F:71])=[CH:67][CH:66]=2)[N:60]=[CH:59]3)[C@@H:52]([NH2:54])[CH3:53])[CH:47]=[CH:48][C:49]=1[CH3:50]. (4) Given the product [C:16]([C:18]1[CH:23]=[CH:22][C:21]([C:47]2[C:32]([O:31][CH2:30][CH:27]3[CH2:28][CH2:29]3)=[N:33][CH:34]=[C:35]([CH:46]=2)[C:36]([NH:38][CH2:39][C@@:40]([CH:41]2[CH2:42][CH2:43]2)([OH:45])[CH3:2])=[O:37])=[CH:20][CH:19]=1)#[N:17], predict the reactants needed to synthesize it. The reactants are: Br[C:2]1C(OCC2CC2)=NC=C(C=1)C(O)=O.[C:16]([C:18]1[CH:23]=[CH:22][C:21](B(O)O)=[CH:20][CH:19]=1)#[N:17].[CH:27]1([CH2:30][O:31][C:32]2[C:47](C3C=CC(F)=C(F)C=3)=[CH:46][C:35]([C:36]([NH:38][C@@H:39]3C[CH2:43][CH2:42][CH2:41][C@H:40]3[OH:45])=[O:37])=[CH:34][N:33]=2)[CH2:29][CH2:28]1. (5) Given the product [Br-:11].[C:1]1([CH2:7][CH2:8][CH2:9][CH2:10][P+:18]([C:19]2[CH:20]=[CH:21][CH:22]=[CH:23][CH:24]=2)([C:25]2[CH:30]=[CH:29][CH:28]=[CH:27][CH:26]=2)[C:12]2[CH:13]=[CH:14][CH:15]=[CH:16][CH:17]=2)[CH:6]=[CH:5][CH:4]=[CH:3][CH:2]=1, predict the reactants needed to synthesize it. The reactants are: [C:1]1([CH2:7][CH2:8][CH2:9][CH2:10][Br:11])[CH:6]=[CH:5][CH:4]=[CH:3][CH:2]=1.[C:12]1([P:18]([C:25]2[CH:30]=[CH:29][CH:28]=[CH:27][CH:26]=2)[C:19]2[CH:24]=[CH:23][CH:22]=[CH:21][CH:20]=2)[CH:17]=[CH:16][CH:15]=[CH:14][CH:13]=1.